This data is from Full USPTO retrosynthesis dataset with 1.9M reactions from patents (1976-2016). The task is: Predict the reactants needed to synthesize the given product. Given the product [CH3:14][O:15][C:10](=[O:22])[CH2:9][C:4]1[CH:3]=[C:2]([Br:1])[CH:7]=[CH:6][C:5]=1[CH3:8], predict the reactants needed to synthesize it. The reactants are: [Br:1][C:2]1[CH:7]=[CH:6][C:5]([CH3:8])=[C:4]([CH2:9][C:10](Cl)(Cl)Cl)[CH:3]=1.[CH3:14][O-:15].[Na+].OS(O)(=O)=O.[OH2:22].